Dataset: CYP1A2 inhibition data for predicting drug metabolism from PubChem BioAssay. Task: Regression/Classification. Given a drug SMILES string, predict its absorption, distribution, metabolism, or excretion properties. Task type varies by dataset: regression for continuous measurements (e.g., permeability, clearance, half-life) or binary classification for categorical outcomes (e.g., BBB penetration, CYP inhibition). Dataset: cyp1a2_veith. The compound is CCC1=NN(C(=O)CCc2ccccc2)C(O)(C(F)(F)F)C1. The result is 1 (inhibitor).